This data is from Cav3 T-type calcium channel HTS with 100,875 compounds. The task is: Binary Classification. Given a drug SMILES string, predict its activity (active/inactive) in a high-throughput screening assay against a specified biological target. The drug is O(C1(OC(=O)c2c1cccc2)c1ccccc1)c1c(cc(cc1C)C)C. The result is 0 (inactive).